This data is from Full USPTO retrosynthesis dataset with 1.9M reactions from patents (1976-2016). The task is: Predict the reactants needed to synthesize the given product. Given the product [F:22][C:23]([F:33])([F:34])[O:24][C:25]1[CH:26]=[C:27]([CH:30]=[CH:31][CH:32]=1)[CH2:28][N:1]1[CH2:6][CH2:5][CH2:4][CH2:3][C@@H:2]1[C:7]([NH:9][C@H:10]([C:12]1[CH:13]=[CH:14][C:15]([C:16]([O:18][CH3:19])=[O:17])=[CH:20][CH:21]=1)[CH3:11])=[O:8], predict the reactants needed to synthesize it. The reactants are: [NH:1]1[CH2:6][CH2:5][CH2:4][CH2:3][C@@H:2]1[C:7]([NH:9][C@H:10]([C:12]1[CH:21]=[CH:20][C:15]([C:16]([O:18][CH3:19])=[O:17])=[CH:14][CH:13]=1)[CH3:11])=[O:8].[F:22][C:23]([F:34])([F:33])[O:24][C:25]1[CH:26]=[C:27]([CH:30]=[CH:31][CH:32]=1)[CH:28]=O.[BH-](OC(C)=O)(OC(C)=O)OC(C)=O.[Na+].CC(O)=O.